This data is from Forward reaction prediction with 1.9M reactions from USPTO patents (1976-2016). The task is: Predict the product of the given reaction. (1) Given the reactants [OH:1][CH2:2][CH2:3][C:4]1[N:5]([CH2:18][CH2:19][CH3:20])[C:6](=[O:17])[N:7]([CH2:9][C:10]2[CH:15]=[CH:14][C:13]([CH3:16])=[CH:12][CH:11]=2)[CH:8]=1.N1C=CC=CC=1.[C:27]1([CH3:47])[CH:32]=[CH:31][C:30]([S:33](O[S:33]([C:30]2[CH:31]=[CH:32][C:27]([CH3:47])=[CH:28][CH:29]=2)(=[O:35])=[O:34])(=[O:35])=[O:34])=[CH:29][CH:28]=1.N#N, predict the reaction product. The product is: [CH3:16][C:13]1[CH:14]=[CH:15][C:10]([CH2:9][N:7]2[CH:8]=[C:4]([CH2:3][CH2:2][O:1][S:33]([C:30]3[CH:31]=[CH:32][C:27]([CH3:47])=[CH:28][CH:29]=3)(=[O:35])=[O:34])[N:5]([CH2:18][CH2:19][CH3:20])[C:6]2=[O:17])=[CH:11][CH:12]=1. (2) Given the reactants [F:1][C:2]1[CH:7]=[C:6]([N:8]([CH2:21][C:22]2[CH:23]=[C:24]([C:28]3[C:33]([CH3:34])=[CH:32][C:31]([O:35][CH2:36][C:37]4([OH:43])[CH2:42][CH2:41][S:40][CH2:39][CH2:38]4)=[CH:30][C:29]=3[CH3:44])[CH:25]=[CH:26][CH:27]=2)[S:9]([C:12]2[CH:17]=[CH:16][CH:15]=[CH:14][C:13]=2[N+:18]([O-:20])=[O:19])(=[O:11])=[O:10])[CH:5]=[CH:4][C:3]=1[CH2:45][CH2:46][C:47]([O:49][CH2:50][CH3:51])=[O:48].ClC1C=CC=C(C(OO)=[O:60])C=1, predict the reaction product. The product is: [F:1][C:2]1[CH:7]=[C:6]([N:8]([CH2:21][C:22]2[CH:23]=[C:24]([C:28]3[C:33]([CH3:34])=[CH:32][C:31]([O:35][CH2:36][C:37]4([OH:43])[CH2:42][CH2:41][S:40](=[O:60])[CH2:39][CH2:38]4)=[CH:30][C:29]=3[CH3:44])[CH:25]=[CH:26][CH:27]=2)[S:9]([C:12]2[CH:17]=[CH:16][CH:15]=[CH:14][C:13]=2[N+:18]([O-:20])=[O:19])(=[O:10])=[O:11])[CH:5]=[CH:4][C:3]=1[CH2:45][CH2:46][C:47]([O:49][CH2:50][CH3:51])=[O:48]. (3) Given the reactants Cl[C:2]1[C:7]([Cl:8])=[CH:6][C:5]([C:9]([F:12])([F:11])[F:10])=[CH:4][N:3]=1.[CH3:13][O:14][CH2:15][CH2:16][N:17]1[C:25]2[C:20](=[CH:21][C:22]([CH2:26][NH:27][S:28]([C:31]3[CH:40]=[CH:39][C:34]([C:35]([O:37][CH3:38])=[O:36])=[CH:33][CH:32]=3)(=[O:30])=[O:29])=[CH:23][CH:24]=2)[CH:19]=[N:18]1, predict the reaction product. The product is: [Cl:8][C:7]1[C:2]([N:27]([CH2:26][C:22]2[CH:21]=[C:20]3[C:25](=[CH:24][CH:23]=2)[N:17]([CH2:16][CH2:15][O:14][CH3:13])[N:18]=[CH:19]3)[S:28]([C:31]2[CH:32]=[CH:33][C:34]([C:35]([O:37][CH3:38])=[O:36])=[CH:39][CH:40]=2)(=[O:30])=[O:29])=[N:3][CH:4]=[C:5]([C:9]([F:12])([F:11])[F:10])[CH:6]=1. (4) Given the reactants Cl[C:2]1[C:11]([CH3:12])=[C:10]([Cl:13])[C:9]2[C:4](=[CH:5][C:6]([F:15])=[CH:7][C:8]=2[F:14])[N:3]=1.[CH2:16]([O:18][C:19]1[N:24]=[CH:23][C:22](B(O)O)=[CH:21][CH:20]=1)[CH3:17].C(=O)([O-])[O-].[K+].[K+], predict the reaction product. The product is: [Cl:13][C:10]1[C:9]2[C:4](=[CH:5][C:6]([F:15])=[CH:7][C:8]=2[F:14])[N:3]=[C:2]([C:22]2[CH:23]=[N:24][C:19]([O:18][CH2:16][CH3:17])=[CH:20][CH:21]=2)[C:11]=1[CH3:12]. (5) The product is: [CH3:1][N:2]([CH2:3][CH2:4][CH3:5])[S:44]([C:40]1[CH:41]=[CH:42][CH:43]=[C:38]([C:34]2[CH:33]=[C:32]([C:18]3[N:17]=[C:16]([C:15]([F:14])([F:48])[F:49])[CH:21]=[C:20]([C:22]4[CH:27]=[CH:26][C:25]([C:28]([F:31])([F:29])[F:30])=[CH:24][CH:23]=4)[N:19]=3)[CH:37]=[CH:36][N:35]=2)[CH:39]=1)(=[O:45])=[O:46]. Given the reactants [CH3:1][NH:2][CH2:3][CH2:4][CH3:5].C(N(CC)CC)C.Cl.[F:14][C:15]([F:49])([F:48])[C:16]1[CH:21]=[C:20]([C:22]2[CH:27]=[CH:26][C:25]([C:28]([F:31])([F:30])[F:29])=[CH:24][CH:23]=2)[N:19]=[C:18]([C:32]2[CH:37]=[CH:36][N:35]=[C:34]([C:38]3[CH:39]=[C:40]([S:44](Cl)(=[O:46])=[O:45])[CH:41]=[CH:42][CH:43]=3)[CH:33]=2)[N:17]=1, predict the reaction product. (6) Given the reactants [NH:1]1[CH2:5][CH2:4][CH2:3][CH2:2]1.Cl[CH2:7][CH2:8][CH2:9][CH2:10][CH2:11][C:12]#[N:13], predict the reaction product. The product is: [N:1]1([CH2:7][CH2:8][CH2:9][CH2:10][CH2:11][C:12]#[N:13])[CH2:5][CH2:4][CH2:3][CH2:2]1. (7) Given the reactants [Cl:1][C:2]1[CH:10]=[C:9]([N+:11]([O-:13])=[O:12])[CH:8]=[CH:7][C:3]=1[C:4]([OH:6])=[O:5].S(=O)(=O)(O)O.[CH3:19]O, predict the reaction product. The product is: [Cl:1][C:2]1[CH:10]=[C:9]([N+:11]([O-:13])=[O:12])[CH:8]=[CH:7][C:3]=1[C:4]([O:6][CH3:19])=[O:5].